This data is from Full USPTO retrosynthesis dataset with 1.9M reactions from patents (1976-2016). The task is: Predict the reactants needed to synthesize the given product. (1) Given the product [C:1]([O:5][C:6]([NH:8][CH2:9][C:10]1[CH:11]=[CH:12][C:13]([CH2:16][C:17](=[O:19])[NH:23][CH:20]([CH3:22])[CH3:21])=[CH:14][CH:15]=1)=[O:7])([CH3:2])([CH3:3])[CH3:4], predict the reactants needed to synthesize it. The reactants are: [C:1]([O:5][C:6]([NH:8][CH2:9][C:10]1[CH:15]=[CH:14][C:13]([CH2:16][C:17]([OH:19])=O)=[CH:12][CH:11]=1)=[O:7])([CH3:4])([CH3:3])[CH3:2].[CH:20]([NH2:23])([CH3:22])[CH3:21].C(Cl)CCl.C1C=CC2N(O)N=NC=2C=1.C(N(CC)CC)C. (2) Given the product [F:32][C:24]1[C:25]([C:2]2[N:6]3[CH:7]=[CH:8][C:9]([C:11]([F:14])([F:13])[F:12])=[N:10][C:5]3=[N:4][CH:3]=2)=[CH:26][CH:27]=[CH:28][C:23]=1[C:18]1[C:17]([C:15]#[N:16])=[CH:22][CH:21]=[CH:20][CH:19]=1, predict the reactants needed to synthesize it. The reactants are: Br[C:2]1[N:6]2[CH:7]=[CH:8][C:9]([C:11]([F:14])([F:13])[F:12])=[N:10][C:5]2=[N:4][CH:3]=1.[C:15]([C:17]1[CH:22]=[CH:21][CH:20]=[CH:19][C:18]=1[C:23]1[CH:28]=[CH:27][CH:26]=[C:25](B(O)O)[C:24]=1[F:32])#[N:16]. (3) Given the product [CH2:1]([N:8]1[CH2:13][CH2:12][N:11]([C:14]2[C:23]3[C:18](=[CH:19][CH:20]=[C:21]([C:37]([C:34]4[CH:35]=[CH:36][C:31]([Cl:30])=[CH:32][CH:33]=4)([C:39]4[CH:40]=[CH:41][C:42]([Cl:45])=[CH:43][CH:44]=4)[OH:38])[CH:22]=3)[N:17]=[N:16][CH:15]=2)[CH2:10][CH2:9]1)[C:2]1[CH:7]=[CH:6][CH:5]=[CH:4][CH:3]=1, predict the reactants needed to synthesize it. The reactants are: [CH2:1]([N:8]1[CH2:13][CH2:12][N:11]([C:14]2[C:23]3[C:18](=[CH:19][CH:20]=[C:21](Br)[CH:22]=3)[N:17]=[N:16][CH:15]=2)[CH2:10][CH2:9]1)[C:2]1[CH:7]=[CH:6][CH:5]=[CH:4][CH:3]=1.[Li]CCCC.[Cl:30][C:31]1[CH:36]=[CH:35][C:34]([C:37]([C:39]2[CH:44]=[CH:43][C:42]([Cl:45])=[CH:41][CH:40]=2)=[O:38])=[CH:33][CH:32]=1.